This data is from Full USPTO retrosynthesis dataset with 1.9M reactions from patents (1976-2016). The task is: Predict the reactants needed to synthesize the given product. (1) Given the product [OH:9][C:4]1[C:3]2[C:10](=[O:11])[C:12]([O:16][CH3:24])=[CH:13][CH:14]=[CH:15][C:2]=2[CH:1]=[C:6]([O:29][CH3:28])[C:5]=1[O:20][CH3:17], predict the reactants needed to synthesize it. The reactants are: [CH:1]1[C:2]2[CH:15]=[CH:14][CH:13]=[C:12]([OH:16])[C:10](=[O:11])[C:3]=2[C:4]([OH:9])=[C:5](O)[C:6]=1O.[C:17]([O-:20])([O-])=O.[K+].[K+].I[CH3:24].CN([CH:28]=[O:29])C. (2) Given the product [NH2:5][CH:9]([C:29]1[CH:34]=[CH:33][CH:32]=[C:31]([CH3:35])[CH:30]=1)[CH2:10][CH2:11][N:12]1[C:17](=[O:18])[C:16]2=[CH:19][N:20]=[C:21]([CH:22]3[CH2:23][CH2:24][O:25][CH2:26][CH2:27]3)[N:15]2[N:14]=[C:13]1[Cl:28], predict the reactants needed to synthesize it. The reactants are: CC([N:5]([CH:9]([C:29]1[CH:34]=[CH:33][CH:32]=[C:31]([CH3:35])[CH:30]=1)[CH2:10][CH2:11][N:12]1[C:17](=[O:18])[C:16]2=[CH:19][N:20]=[C:21]([CH:22]3[CH2:27][CH2:26][O:25][CH2:24][CH2:23]3)[N:15]2[N:14]=[C:13]1[Cl:28])C(=O)[O-])(C)C.C(O)(C(F)(F)F)=O. (3) Given the product [CH3:1][O:2][C:3](=[O:26])[CH2:4][C@H:5]1[C:9]2[CH:10]=[CH:11][C:12]([O:14][C@H:15]3[C:23]4[C:18](=[C:19]([CH2:34][C:33]5[CH:36]=[CH:37][C:30]([O:29][CH3:28])=[CH:31][CH:32]=5)[CH:20]=[CH:21][C:22]=4[F:24])[CH2:17][CH2:16]3)=[CH:13][C:8]=2[O:7][CH2:6]1, predict the reactants needed to synthesize it. The reactants are: [CH3:1][O:2][C:3](=[O:26])[CH2:4][C@H:5]1[C:9]2[CH:10]=[CH:11][C:12]([O:14][C@H:15]3[C:23]4[C:18](=[C:19](Br)[CH:20]=[CH:21][C:22]=4[F:24])[CH2:17][CH2:16]3)=[CH:13][C:8]=2[O:7][CH2:6]1.[Cl-].[CH3:28][O:29][C:30]1[CH:37]=[CH:36][C:33]([CH2:34][Zn+])=[CH:32][CH:31]=1.Cl.N. (4) Given the product [Cl:1][C:2]1[CH:7]=[CH:6][C:5]([C:8]2[CH:13]=[CH:12][C:11]([O:14][CH2:15][CH:16]3[CH2:21][CH2:20][CH2:19][N:18]([C:30]4[CH:31]=[C:26]([CH:27]=[CH:28][CH:29]=4)[C:24]([O:23][CH3:22])=[O:25])[CH2:17]3)=[CH:10][CH:9]=2)=[CH:4][CH:3]=1, predict the reactants needed to synthesize it. The reactants are: [Cl:1][C:2]1[CH:7]=[CH:6][C:5]([C:8]2[CH:13]=[CH:12][C:11]([O:14][CH2:15][CH:16]3[CH2:21][CH2:20][CH2:19][NH:18][CH2:17]3)=[CH:10][CH:9]=2)=[CH:4][CH:3]=1.[CH3:22][O:23][C:24]([C:26]1[CH:27]=[C:28](OB(O)O)[CH:29]=[CH:30][CH:31]=1)=[O:25]. (5) Given the product [CH3:95][O:96][C:26]1[C:25]([O:24][C:23]2[CH:22]=[C:21]([NH:20][C:55](=[O:58])[CH:94]=[CH2:89])[CH:54]=[CH:53][CH:52]=2)=[N:30][C:29]([NH:17][C:16]2[CH:18]=[CH:19][C:13]([N:10]3[CH2:11][CH2:12][N:7]([CH2:6][CH2:5][S:2]([CH3:1])(=[O:3])=[O:4])[CH2:8][CH2:9]3)=[CH:14][CH:15]=2)=[N:28][CH:27]=1, predict the reactants needed to synthesize it. The reactants are: [CH3:1][S:2]([CH2:5][CH2:6][N:7]1[CH2:12][CH2:11][N:10]([C:13]2[CH:19]=[CH:18][C:16]([NH2:17])=[CH:15][CH:14]=2)[CH2:9][CH2:8]1)(=[O:4])=[O:3].[NH2:20][C:21]1[CH:22]=[C:23]([CH:52]=[CH:53][CH:54]=1)[O:24][C:25]1[C:26]2C=CN[C:27]=2[N:28]=[C:29](NC2C=CC(N([C@H]3CCN(CCOC)C3)C)=CC=2)[N:30]=1.[C:55]([O-:58])([O-])=O.[K+].[K+].C1(P([CH:89]2[CH2:94]CCCC2)C2C=CC=CC=2C2C(C(C)C)=CC(C(C)C)=CC=2C(C)C)CCCCC1.[CH3:95][OH:96]. (6) Given the product [F:11][C:12]1[CH:17]=[CH:16][CH:15]=[C:14]([CH:18]=[O:19])[C:13]=1[CH:20]=[O:21], predict the reactants needed to synthesize it. The reactants are: C(Cl)(=O)C(Cl)=O.CS(C)=O.[F:11][C:12]1[CH:17]=[CH:16][CH:15]=[C:14]([CH2:18][OH:19])[C:13]=1[CH2:20][OH:21].C(N(CC)CC)C. (7) Given the product [Br:1][C:2]1[CH:7]=[CH:6][C:5]([S:8]([O-:10])=[O:9])=[CH:4][C:3]=1[CH3:12].[Na+:17], predict the reactants needed to synthesize it. The reactants are: [Br:1][C:2]1[CH:7]=[CH:6][C:5]([S:8](Cl)(=[O:10])=[O:9])=[CH:4][C:3]=1[CH3:12].S([O-])([O-])=O.[Na+:17].[Na+].C(=O)([O-])O.[Na+]. (8) The reactants are: N#N.[CH2:3]([O:5][CH2:6][C:7]1[N:8]=[C:9]([CH2:12][N:13]2[N:17]=[C:16]([N+:18]([O-])=O)[CH:15]=[N:14]2)[O:10][CH:11]=1)[CH3:4].[NH4+].[Cl-]. Given the product [CH2:3]([O:5][CH2:6][C:7]1[N:8]=[C:9]([CH2:12][N:13]2[N:17]=[C:16]([NH2:18])[CH:15]=[N:14]2)[O:10][CH:11]=1)[CH3:4], predict the reactants needed to synthesize it.